Dataset: Catalyst prediction with 721,799 reactions and 888 catalyst types from USPTO. Task: Predict which catalyst facilitates the given reaction. (1) The catalyst class is: 8. Reactant: C([O:3][C:4](=[O:25])[CH2:5][CH2:6][C:7]1[CH:8]=[N:9][C:10]([O:13][CH2:14][CH:15]2[CH2:24][CH2:23][CH2:22][C:17]3([CH2:21][CH2:20][CH2:19][CH2:18]3)[CH2:16]2)=[CH:11][CH:12]=1)C.O1CCCC1.[OH-].[Na+].[ClH:33]. Product: [ClH:33].[CH2:18]1[C:17]2([CH2:22][CH2:23][CH2:24][CH:15]([CH2:14][O:13][C:10]3[N:9]=[CH:8][C:7]([CH2:6][CH2:5][C:4]([OH:25])=[O:3])=[CH:12][CH:11]=3)[CH2:16]2)[CH2:21][CH2:20][CH2:19]1. (2) Reactant: [CH:1]1([NH:6][C:7]2[CH:8]=[C:9]([C:13]3[N:14]=[C:15]4[C:21]([C:22](=[O:27])[C:23]([CH3:26])([CH3:25])[CH3:24])=[CH:20][N:19](COCC[Si](C)(C)C)[C:16]4=[N:17][CH:18]=3)[CH:10]=[CH:11][CH:12]=2)[CH2:5][CH2:4][CH2:3][CH2:2]1.[OH-].[K+].CO.[Cl:40][CH2:41][Cl:42]. Product: [NH4+:6].[OH-:27].[Cl:40][CH2:41][Cl:42].[CH:1]1([NH:6][C:7]2[CH:8]=[C:9]([C:13]3[N:14]=[C:15]4[C:21]([C:22](=[O:27])[C:23]([CH3:25])([CH3:24])[CH3:26])=[CH:20][NH:19][C:16]4=[N:17][CH:18]=3)[CH:10]=[CH:11][CH:12]=2)[CH2:2][CH2:3][CH2:4][CH2:5]1. The catalyst class is: 55.